From a dataset of Forward reaction prediction with 1.9M reactions from USPTO patents (1976-2016). Predict the product of the given reaction. (1) Given the reactants [CH3:1][N:2]1[CH2:6][CH2:5][CH2:4][C@H:3]1[C:7]1[N:11]2[CH:12]=[C:13]([O:16][C@H:17]3[C:26]4[C:21](=[CH:22][CH:23]=[CH:24][CH:25]=4)[C@@H:20]([NH2:27])[CH2:19][CH2:18]3)[CH:14]=[CH:15][C:10]2=[N:9][N:8]=1.ClC(Cl)(Cl)C[O:31][C:32](=O)[NH:33][C:34]1[N:35]([C:43]2[CH:48]=[CH:47][C:46]([CH2:49][OH:50])=[CH:45][CH:44]=2)[N:36]=[C:37]([C:39]([CH3:42])([CH3:41])[CH3:40])[CH:38]=1.CCN(C(C)C)C(C)C, predict the reaction product. The product is: [C:39]([C:37]1[CH:38]=[C:34]([NH:33][C:32]([NH:27][C@@H:20]2[C:21]3[C:26](=[CH:25][CH:24]=[CH:23][CH:22]=3)[C@H:17]([O:16][C:13]3[CH:14]=[CH:15][C:10]4[N:11]([C:7]([C@@H:3]5[CH2:4][CH2:5][CH2:6][N:2]5[CH3:1])=[N:8][N:9]=4)[CH:12]=3)[CH2:18][CH2:19]2)=[O:31])[N:35]([C:43]2[CH:48]=[CH:47][C:46]([CH2:49][OH:50])=[CH:45][CH:44]=2)[N:36]=1)([CH3:42])([CH3:40])[CH3:41]. (2) Given the reactants [Cl:1][C:2]1[CH:3]=[C:4]([C:8]2[CH:9]=[C:10]([CH2:18][N:19]3[CH:23]=[N:22][C:21]([NH2:24])=[N:20]3)[CH:11]=[N:12][C:13]=2[O:14][CH:15]([F:17])[F:16])[CH:5]=[CH:6][CH:7]=1.C=O.[C:27](O[BH-](OC(=O)C)OC(=O)C)(=O)C.[Na+], predict the reaction product. The product is: [Cl:1][C:2]1[CH:3]=[C:4]([C:8]2[CH:9]=[C:10]([CH2:18][N:19]3[CH:23]=[N:22][C:21]([NH:24][CH3:27])=[N:20]3)[CH:11]=[N:12][C:13]=2[O:14][CH:15]([F:17])[F:16])[CH:5]=[CH:6][CH:7]=1. (3) Given the reactants FC(F)(F)C(O)=O.Br[C:9]1[C:10]([NH:16][C:17](=[O:30])[C:18]([CH3:29])([NH:20][CH2:21][CH2:22][CH:23]2[CH2:28][CH2:27][O:26][CH2:25][CH2:24]2)[CH3:19])=[N:11][CH:12]=[C:13]([Br:15])[N:14]=1.C(N(CC)C(C)C)(C)C, predict the reaction product. The product is: [Br:15][C:13]1[N:14]=[C:9]2[N:20]([CH2:21][CH2:22][CH:23]3[CH2:28][CH2:27][O:26][CH2:25][CH2:24]3)[C:18]([CH3:29])([CH3:19])[C:17](=[O:30])[NH:16][C:10]2=[N:11][CH:12]=1. (4) Given the reactants Cl[C:2]1[C:7]2[N:8]=[C:9]([CH3:11])[S:10][C:6]=2[C:5]([C:12]2[CH:13]=[N:14][CH:15]=[CH:16][CH:17]=2)=[CH:4][N:3]=1.[NH2:18][C:19]1[N:20]=[C:21]([CH3:24])[S:22][CH:23]=1.C1(P(C2C=CC=CC=2)C2C3OC4C(=CC=CC=4P(C4C=CC=CC=4)C4C=CC=CC=4)C(C)(C)C=3C=CC=2)C=CC=CC=1.C(=O)([O-])[O-].[Cs+].[Cs+], predict the reaction product. The product is: [CH3:11][C:9]1[S:10][C:6]2[C:5]([C:12]3[CH:13]=[N:14][CH:15]=[CH:16][CH:17]=3)=[CH:4][N:3]=[C:2]([NH:18][C:19]3[N:20]=[C:21]([CH3:24])[S:22][CH:23]=3)[C:7]=2[N:8]=1. (5) Given the reactants [OH:1][C:2]([CH:4]([C:6]1[CH:15]=[CH:14][C:9]([CH2:10][CH:11]([CH3:13])[CH3:12])=[CH:8][CH:7]=1)[CH3:5])=[O:3].CCCCCC.[OH-].[Na+:23], predict the reaction product. The product is: [CH2:10]([C:9]1[CH:8]=[CH:7][C:6]([CH:4]([CH3:5])[C:2]([O-:3])=[O:1])=[CH:15][CH:14]=1)[CH:11]([CH3:13])[CH3:12].[Na+:23]. (6) Given the reactants [CH3:1][N:2]1[CH2:7][CH2:6][N:5]([C:8]2[CH:13]=[CH:12][C:11]([N+:14]([O-])=O)=[CH:10][CH:9]=2)[CH2:4][CH2:3]1.[CH3:17]O, predict the reaction product. The product is: [NH2:14][C:11]1[CH:10]=[CH:9][C:8]([N:5]([CH2:6][CH2:7][N:2]([CH3:1])[CH3:17])[CH2:4][CH3:3])=[CH:13][CH:12]=1. (7) Given the reactants C([N:8]1[CH2:13][CH2:12][N:11]([C:14]([C:16]2[N:17]=[CH:18][N:19]([C@H:27]3[CH2:32][CH2:31][CH2:30][CH2:29][C@@H:28]3[NH:33][C:34](=[O:37])[O:35][CH3:36])[C:20]=2[C:21]2[CH:26]=[CH:25][CH:24]=[CH:23][CH:22]=2)=[O:15])[C@H:10]([CH2:38][C:39]2[CH:44]=[CH:43][CH:42]=[CH:41][C:40]=2[Br:45])[CH2:9]1)C1C=CC=CC=1.ClC(OC(Cl)C)=O, predict the reaction product. The product is: [Br:45][C:40]1[CH:41]=[CH:42][CH:43]=[CH:44][C:39]=1[CH2:38][C@@H:10]1[CH2:9][NH:8][CH2:13][CH2:12][N:11]1[C:14]([C:16]1[N:17]=[CH:18][N:19]([C@H:27]2[CH2:32][CH2:31][CH2:30][CH2:29][C@@H:28]2[NH:33][C:34](=[O:37])[O:35][CH3:36])[C:20]=1[C:21]1[CH:22]=[CH:23][CH:24]=[CH:25][CH:26]=1)=[O:15]. (8) Given the reactants [Si:1]([O:8][CH2:9][CH2:10][O:11][C:12]1[CH:17]=[CH:16][N:15]=[C:14]([NH:18][C:19]2[CH:24]=[C:23]([C:25]#[C:26][Si](C)(C)C)[CH:22]=[C:21]([CH3:31])[CH:20]=2)[N:13]=1)([C:4]([CH3:7])([CH3:6])[CH3:5])([CH3:3])[CH3:2].C(=O)([O-])[O-].[K+].[K+], predict the reaction product. The product is: [Si:1]([O:8][CH2:9][CH2:10][O:11][C:12]1[CH:17]=[CH:16][N:15]=[C:14]([NH:18][C:19]2[CH:20]=[C:21]([CH3:31])[CH:22]=[C:23]([C:25]#[CH:26])[CH:24]=2)[N:13]=1)([C:4]([CH3:7])([CH3:6])[CH3:5])([CH3:3])[CH3:2]. (9) Given the reactants [C:1]([O:6][CH3:7])(=[O:5])[CH2:2][CH:3]=[CH2:4].B1C2CCCC1CCC2.[O-]P([O-])([O-])=O.[K+].[K+].[K+].FC(F)(F)S(O[C:31]1[C:32]([CH3:70])([CH3:69])[C@H:33]2[C@:46]([CH3:49])([CH2:47][CH:48]=1)[C@@H:45]1[C@:36]([CH3:68])([C@@:37]3([CH3:67])[C@H:42]([CH2:43][CH2:44]1)[C@H:41]1[C@H:50]([C:53]([CH3:55])=[CH2:54])[CH2:51][CH2:52][C@:40]1([NH:56][CH2:57][CH2:58][N:59]1[CH2:64][CH2:63][S:62](=[O:66])(=[O:65])[CH2:61][CH2:60]1)[CH2:39][CH2:38]3)[CH2:35][CH2:34]2)(=O)=O.C(Cl)Cl, predict the reaction product. The product is: [O:66]=[S:62]1(=[O:65])[CH2:63][CH2:64][N:59]([CH2:58][CH2:57][NH:56][C@:40]23[CH2:52][CH2:51][C@@H:50]([C:53]([CH3:55])=[CH2:54])[C@@H:41]2[C@@H:42]2[C@@:37]([CH3:67])([CH2:38][CH2:39]3)[C@@:36]3([CH3:68])[C@@H:45]([C@:46]4([CH3:49])[C@@H:33]([CH2:34][CH2:35]3)[C:32]([CH3:69])([CH3:70])[C:31]([CH2:4][CH2:3][CH2:2][C:1]([O:6][CH3:7])=[O:5])=[CH:48][CH2:47]4)[CH2:44][CH2:43]2)[CH2:60][CH2:61]1. (10) Given the reactants [F:1][C:2]([F:11])([F:10])[C:3]1[C:4]([OH:9])=[N:5][CH:6]=[CH:7][CH:8]=1.S(=O)(=O)(O)O.[N+:17]([O-])([OH:19])=[O:18], predict the reaction product. The product is: [N+:17]([C:7]1[CH:8]=[C:3]([C:2]([F:1])([F:10])[F:11])[C:4]([OH:9])=[N:5][CH:6]=1)([O-:19])=[O:18].